Dataset: Forward reaction prediction with 1.9M reactions from USPTO patents (1976-2016). Task: Predict the product of the given reaction. (1) Given the reactants [Cl:1][C:2]1[CH:7]=[C:6]([C:8]2[C:9](=[O:29])[O:10][C:11]3([CH2:18][CH2:17][CH2:16][N:15](C(OCC4C=CC=CC=4)=O)[CH2:14]3)[C:12]=2[OH:13])[C:5]([CH3:30])=[CH:4][C:3]=1[C:31]1[CH:36]=[CH:35][CH:34]=[C:33]([S:37]([CH3:40])(=[O:39])=[O:38])[CH:32]=1, predict the reaction product. The product is: [ClH:1].[Cl:1][C:2]1[CH:7]=[C:6]([C:8]2[C:9](=[O:29])[O:10][C:11]3([CH2:18][CH2:17][CH2:16][NH:15][CH2:14]3)[C:12]=2[OH:13])[C:5]([CH3:30])=[CH:4][C:3]=1[C:31]1[CH:36]=[CH:35][CH:34]=[C:33]([S:37]([CH3:40])(=[O:38])=[O:39])[CH:32]=1. (2) The product is: [CH2:1]([C@@:8]([OH:17])([C:9]([NH:24][CH2:23][C:22]1[CH:25]=[C:26]([O:28][CH3:29])[CH:27]=[C:20]([O:19][CH3:18])[CH:21]=1)=[O:11])[C:12]([O:14][CH2:15][CH3:16])=[O:13])[C:2]1[CH:3]=[CH:4][CH:5]=[CH:6][CH:7]=1. Given the reactants [CH2:1]([C@:8]([OH:17])([C:12]([O:14][CH2:15][CH3:16])=[O:13])[C:9]([OH:11])=O)[C:2]1[CH:7]=[CH:6][CH:5]=[CH:4][CH:3]=1.[CH3:18][O:19][C:20]1[CH:21]=[C:22]([CH:25]=[C:26]([O:28][CH3:29])[CH:27]=1)[CH2:23][NH2:24].CN(C(ON1N=NC2C=CC=NC1=2)=[N+](C)C)C.F[P-](F)(F)(F)(F)F.CCN(C(C)C)C(C)C, predict the reaction product. (3) Given the reactants [CH:1]([S:14]([CH2:16][CH2:17][N:18]1[CH2:23][CH2:22][N:21]([CH2:24][CH2:25][CH2:26]C2C=CC=CC=2)[CH2:20][CH2:19]1)=[O:15])([C:8]1[CH:13]=[CH:12][CH:11]=[CH:10][CH:9]=1)[C:2]1[CH:7]=[CH:6][CH:5]=[CH:4][CH:3]=1.C(SCCN1CCN(CC([OH:58])C)CC1)(C1C=CC=CC=1)C1C=CC=CC=1, predict the reaction product. The product is: [CH:1]([S:14]([CH2:16][CH2:17][N:18]1[CH2:23][CH2:22][N:21]([CH2:24][CH:25]([OH:58])[CH3:26])[CH2:20][CH2:19]1)=[O:15])([C:8]1[CH:13]=[CH:12][CH:11]=[CH:10][CH:9]=1)[C:2]1[CH:7]=[CH:6][CH:5]=[CH:4][CH:3]=1. (4) Given the reactants [Cl:1][C:2]1[C:7]([N:8]2[CH2:13][CH2:12][N:11]3[CH2:14][C@H:15]([OH:17])[CH2:16][C@H:10]3[CH2:9]2)=[CH:6][C:5]([C:18]#[N:19])=[CH:4][C:3]=1[NH:20]C(=O)OC(C)(C)C.C(O)(C(F)(F)F)=O.ClC(Cl)C, predict the reaction product. The product is: [NH2:20][C:3]1[CH:4]=[C:5]([CH:6]=[C:7]([N:8]2[CH2:13][CH2:12][N:11]3[CH2:14][C@H:15]([OH:17])[CH2:16][C@H:10]3[CH2:9]2)[C:2]=1[Cl:1])[C:18]#[N:19]. (5) The product is: [CH3:11][C:12]([CH3:16])([CH3:15])[CH2:13][O:14][CH2:23][C:22]1[CH:25]=[CH:26][C:19]([C:17]#[N:18])=[CH:20][CH:21]=1. Given the reactants C[Si]([N-][Si](C)(C)C)(C)C.[Na+].[CH3:11][C:12]([CH3:16])([CH3:15])[CH2:13][OH:14].[C:17]([C:19]1[CH:26]=[CH:25][C:22]([CH2:23]Br)=[CH:21][CH:20]=1)#[N:18].O, predict the reaction product. (6) Given the reactants [CH2:1]([O:8][C:9]1[CH:14]=[C:13]([O:15][CH2:16][C:17]2[CH:22]=[CH:21][CH:20]=[CH:19][CH:18]=2)[C:12]([F:23])=[CH:11][C:10]=1[CH:24]1[CH2:29][CH2:28][NH:27][CH2:26][CH2:25]1)[C:2]1[CH:7]=[CH:6][CH:5]=[CH:4][CH:3]=1.C[N:31]([CH3:34])[CH2:32][CH3:33].[OH2:35], predict the reaction product. The product is: [C:32]1([NH:31][C:34]([N:27]2[CH2:26][CH2:25][CH:24]([C:10]3[CH:11]=[C:12]([F:23])[C:13]([O:15][CH2:16][C:17]4[CH:18]=[CH:19][CH:20]=[CH:21][CH:22]=4)=[CH:14][C:9]=3[O:8][CH2:1][C:2]3[CH:7]=[CH:6][CH:5]=[CH:4][CH:3]=3)[CH2:29][CH2:28]2)=[O:35])[CH:4]=[CH:3][CH:2]=[CH:1][CH:33]=1. (7) Given the reactants [Cl:1][C:2]1[N:3]=[C:4]([N:12]2[CH2:17][CH2:16][O:15][CH2:14][CH2:13]2)[C:5]2[S:10][C:9](I)=[CH:8][C:6]=2[N:7]=1.[CH3:18][NH:19][C:20]([C:22]1[CH:23]=[C:24](B(O)O)[CH:25]=[CH:26][CH:27]=1)=[O:21], predict the reaction product. The product is: [Cl:1][C:2]1[N:3]=[C:4]([N:12]2[CH2:17][CH2:16][O:15][CH2:14][CH2:13]2)[C:5]2[S:10][C:9]([C:26]3[CH:27]=[C:22]([CH:23]=[CH:24][CH:25]=3)[C:20]([NH:19][CH3:18])=[O:21])=[CH:8][C:6]=2[N:7]=1. (8) Given the reactants Cl[C:2]1[N:7]=[C:6](Cl)[C:5]([F:9])=[CH:4][N:3]=1.[OH:10][C:11]1[CH:12]=[C:13]([CH:15]=[CH:16][C:17]=1[O:18][CH3:19])[NH2:14], predict the reaction product. The product is: [OH:10][C:11]1[CH:12]=[C:13]([NH:14][C:2]2[N:7]=[C:6]([NH:14][C:13]3[CH:15]=[CH:16][C:17]([O:18][CH3:19])=[C:11]([OH:10])[CH:12]=3)[C:5]([F:9])=[CH:4][N:3]=2)[CH:15]=[CH:16][C:17]=1[O:18][CH3:19]. (9) Given the reactants [C:1]12([C:11]([O:13][CH:14]3[CH:18]4[O:19][C:20](=[O:26])[CH:21]5[CH:22]([C:23](O)=[O:24])[CH:15]3[CH2:16][CH:17]45)=[O:12])[CH2:10][CH:5]3[CH2:6][CH:7]([CH2:9][CH:3]([CH2:4]3)[CH2:2]1)[CH2:8]2.C(Cl)(=O)C([Cl:30])=O, predict the reaction product. The product is: [C:1]12([C:11]([O:13][CH:14]3[CH:18]4[O:19][C:20](=[O:26])[CH:21]5[CH:22]([C:23]([Cl:30])=[O:24])[CH:15]3[CH2:16][CH:17]45)=[O:12])[CH2:10][CH:5]3[CH2:6][CH:7]([CH2:9][CH:3]([CH2:4]3)[CH2:2]1)[CH2:8]2. (10) Given the reactants [CH3:1][C:2]1[S:3][CH:4]=[C:5]([CH2:7][N:8]2[CH2:13][CH2:12][N:11]([C:14](OC(C)(C)C)=O)[CH2:10][CH2:9]2)[N:6]=1.C(O)(C(F)(F)F)=O.ClC1[C:34]([Cl:35])=[CH:33][N:32]=[C:31]([NH2:36])[C:30]=1[N+:37]([O-:39])=[O:38], predict the reaction product. The product is: [Cl:35][C:34]1[C:14]([N:11]2[CH2:10][CH2:9][N:8]([CH2:7][C:5]3[N:6]=[C:2]([CH3:1])[S:3][CH:4]=3)[CH2:13][CH2:12]2)=[C:30]([N+:37]([O-:39])=[O:38])[C:31]([NH2:36])=[N:32][CH:33]=1.